From a dataset of Catalyst prediction with 721,799 reactions and 888 catalyst types from USPTO. Predict which catalyst facilitates the given reaction. (1) Reactant: [CH:1](=O)[C:2]1[CH:7]=[CH:6][CH:5]=[CH:4][CH:3]=1.[NH2:9][CH:10]1[CH2:15][CH2:14][NH:13][CH2:12][CH2:11]1. Product: [C:2]1([CH:1]=[N:9][CH:10]2[CH2:15][CH2:14][NH:13][CH2:12][CH2:11]2)[CH:7]=[CH:6][CH:5]=[CH:4][CH:3]=1. The catalyst class is: 11. (2) The catalyst class is: 11. Product: [Cl:1][C:2]1[C:3]([CH3:11])=[C:4]([C:7]([Cl:10])=[CH:8][CH:9]=1)[CH:5]=[N:17][OH:18]. Reactant: [Cl:1][C:2]1[C:3]([CH3:11])=[C:4]([C:7]([Cl:10])=[CH:8][CH:9]=1)[CH:5]=O.S(O)(O)(=O)=O.[NH2:17][OH:18].[OH-].[Na+]. (3) Product: [Br:16][C:17]1[CH:30]=[CH:29][C:28]2[O:27][C:26]3[C:21](=[CH:22][C:23]([C:11]4[CH:12]=[N:7][CH:8]=[N:9][CH:10]=4)=[CH:24][CH:25]=3)[C:20]3([CH2:35][S:34][C:33]([NH:36][C:37]([CH3:40])([CH3:39])[CH3:38])=[N:32]3)[C:19]=2[CH:18]=1. The catalyst class is: 161. Reactant: C(=O)([O-])[O-].[Na+].[Na+].[N:7]1[CH:12]=[C:11](B(O)O)[CH:10]=[N:9][CH:8]=1.[Br:16][C:17]1[CH:30]=[CH:29][C:28]2[O:27][C:26]3[C:21](=[CH:22][C:23](I)=[CH:24][CH:25]=3)[C:20]3([CH2:35][S:34][C:33]([NH:36][C:37]([CH3:40])([CH3:39])[CH3:38])=[N:32]3)[C:19]=2[CH:18]=1.COCCOC. (4) Reactant: [Br:1][C:2]1[C:10]2[C:5](=[CH:6][C:7]([N+:22]([O-])=O)=[C:8]([CH2:11][NH:12][CH:13]3[CH2:18][CH2:17][CH2:16][N:15]([C:19]([O-:21])=[O:20])[CH2:14]3)[CH:9]=2)[N:4]([C:25]([C:38]2[CH:43]=[CH:42][CH:41]=[CH:40][CH:39]=2)([C:32]2[CH:37]=[CH:36][CH:35]=[CH:34][CH:33]=2)[C:26]2[CH:31]=[CH:30][CH:29]=[CH:28][CH:27]=2)[N:3]=1.[CH3:44]C(O)=O.[CH3:48][CH:49](O)[CH3:50]. Product: [NH2:22][C:7]1[CH:6]=[C:5]2[C:10]([C:2]([Br:1])=[N:3][N:4]2[C:25]([C:26]2[CH:31]=[CH:30][CH:29]=[CH:28][CH:27]=2)([C:32]2[CH:37]=[CH:36][CH:35]=[CH:34][CH:33]=2)[C:38]2[CH:39]=[CH:40][CH:41]=[CH:42][CH:43]=2)=[CH:9][C:8]=1[CH2:11][NH:12][C@@H:13]1[CH2:18][CH2:17][CH2:16][N:15]([C:19]([O:21][C:49]([CH3:50])([CH3:44])[CH3:48])=[O:20])[CH2:14]1. The catalyst class is: 401.